The task is: Predict which catalyst facilitates the given reaction.. This data is from Catalyst prediction with 721,799 reactions and 888 catalyst types from USPTO. (1) Reactant: Cl[C:2]1[C:7]([N+:8]([O-:10])=[O:9])=[CH:6][N:5]=[C:4]2[CH:11]=[CH:12][S:13][C:3]=12.[NH:14]1[CH2:19][CH2:18][CH2:17][C@H:16]([NH:20][C:21](=[O:27])[O:22][C:23]([CH3:26])([CH3:25])[CH3:24])[CH2:15]1.CCN(C(C)C)C(C)C. Product: [N+:8]([C:7]1[C:2]([N:14]2[CH2:19][CH2:18][CH2:17][C@H:16]([NH:20][C:21](=[O:27])[O:22][C:23]([CH3:25])([CH3:24])[CH3:26])[CH2:15]2)=[C:3]2[S:13][CH:12]=[CH:11][C:4]2=[N:5][CH:6]=1)([O-:10])=[O:9]. The catalyst class is: 51. (2) Product: [ClH:39].[CH:1]1([CH:4]([C:11]2[C:16]([F:17])=[CH:15][N:14]=[C:13]([O:18][CH2:19][CH:20]3[CH2:21][CH2:22][NH:23][CH2:24][CH2:25]3)[CH:12]=2)[CH2:5][C:6]([O:8][CH2:9][CH3:10])=[O:7])[CH2:3][CH2:2]1. Reactant: [CH:1]1([CH:4]([C:11]2[C:16]([F:17])=[CH:15][N:14]=[C:13]([O:18][CH2:19][CH:20]3[CH2:25][CH2:24][N:23](C(OC(C)(C)C)=O)[CH2:22][CH2:21]3)[CH:12]=2)[CH2:5][C:6]([O:8][CH2:9][CH3:10])=[O:7])[CH2:3][CH2:2]1.C(OC(=O)C)C.[ClH:39]. The catalyst class is: 13.